Dataset: Peptide-MHC class II binding affinity with 134,281 pairs from IEDB. Task: Regression. Given a peptide amino acid sequence and an MHC pseudo amino acid sequence, predict their binding affinity value. This is MHC class II binding data. (1) The MHC is DRB1_1101 with pseudo-sequence DRB1_1101. The peptide sequence is ALWNLHGQALFLGIVL. The binding affinity (normalized) is 0. (2) The MHC is HLA-DQA10102-DQB10602 with pseudo-sequence HLA-DQA10102-DQB10602. The peptide sequence is AAAAGWQTLSAALDA. The binding affinity (normalized) is 0.409. (3) The peptide sequence is ADTISSYFVGKMY. The MHC is DRB3_0101 with pseudo-sequence DRB3_0101. The binding affinity (normalized) is 0. (4) The peptide sequence is TEEQKLIEKINAGFK. The MHC is DRB1_0401 with pseudo-sequence DRB1_0401. The binding affinity (normalized) is 0.227. (5) The peptide sequence is EEVMNIVLIALSILA. The MHC is DRB1_1101 with pseudo-sequence DRB1_1101. The binding affinity (normalized) is 0.508.